This data is from Full USPTO retrosynthesis dataset with 1.9M reactions from patents (1976-2016). The task is: Predict the reactants needed to synthesize the given product. Given the product [CH3:1][C:2]1[CH:30]=[CH:29][CH:28]=[C:27]([CH3:31])[C:3]=1[CH2:4][NH:5][C:6]1[CH:7]=[C:8]2[C:13](=[CH:14][CH:15]=1)[N:12]=[C:11]([N:16]1[CH:20]=[C:19]([C:21]([OH:23])=[O:22])[CH:18]=[N:17]1)[N:10]=[C:9]2[NH:35][CH:32]1[CH2:34][CH2:33]1, predict the reactants needed to synthesize it. The reactants are: [CH3:1][C:2]1[CH:30]=[CH:29][CH:28]=[C:27]([CH3:31])[C:3]=1[CH2:4][NH:5][C:6]1[CH:7]=[C:8]2[C:13](=[CH:14][CH:15]=1)[N:12]=[C:11]([N:16]1[CH:20]=[C:19]([C:21]([O:23]CC)=[O:22])[CH:18]=[N:17]1)[NH:10][C:9]2=O.[CH:32]1([NH2:35])[CH2:34][CH2:33]1.